From a dataset of Reaction yield outcomes from USPTO patents with 853,638 reactions. Predict the reaction yield, written as a fraction of the theoretical maximum amount of product (1.0 means a 100% yield; for example, 0.34 means a 34% yield). (1) The reactants are [Br:1][C:2]1[CH:3]=[C:4]([CH:25]=[CH:26][CH:27]=1)[CH2:5][N:6]1[C:14]2[C:13](=[O:15])[N:12]([CH3:16])[C:11](=[O:17])[N:10]([CH3:18])[C:9]=2[N:8]=[C:7]1[S:19][C:20]([CH3:24])([CH3:23])[CH2:21][OH:22].[CH3:28][S:29](Cl)(=[O:31])=[O:30]. The catalyst is C(Cl)Cl. The product is [CH3:28][S:29]([O:22][CH2:21][C:20]([S:19][C:7]1[N:6]([CH2:5][C:4]2[CH:25]=[CH:26][CH:27]=[C:2]([Br:1])[CH:3]=2)[C:14]2[C:13](=[O:15])[N:12]([CH3:16])[C:11](=[O:17])[N:10]([CH3:18])[C:9]=2[N:8]=1)([CH3:23])[CH3:24])(=[O:31])=[O:30]. The yield is 0.673. (2) The reactants are ClC1C(B2OC(C)(C)C(C)(C)O2)=CC=CC=1N.[Br:18][C:19]1[CH:24]=[C:23]([Cl:25])[CH:22]=[C:21]([N+:26]([O-])=O)[C:20]=1[Cl:29]. No catalyst specified. The product is [Br:18][C:19]1[C:20]([Cl:29])=[C:21]([CH:22]=[C:23]([Cl:25])[CH:24]=1)[NH2:26]. The yield is 0.240. (3) The reactants are Cl.[N:2]1[C:10]2[CH2:9][CH2:8][NH:7][CH2:6][C:5]=2[NH:4][CH:3]=1.[C:11]([O:15][C:16](O[C:16]([O:15][C:11]([CH3:14])([CH3:13])[CH3:12])=[O:17])=[O:17])([CH3:14])([CH3:13])[CH3:12].N. The catalyst is C(Cl)Cl. The product is [NH:2]1[C:10]2[CH2:9][CH2:8][N:7]([C:16]([O:15][C:11]([CH3:14])([CH3:13])[CH3:12])=[O:17])[CH2:6][C:5]=2[N:4]=[CH:3]1. The yield is 0.690. (4) The reactants are [Cl:1][C:2]1[CH:7]=[C:6]([C:8]2[CH:13]=[CH:12][CH:11]=[C:10]([Cl:14])[CH:9]=2)[N:5]=[C:4]2[CH2:15][CH2:16][CH2:17][C:3]=12.[F:18][C:19]1[CH:25]=[CH:24][C:22]([NH2:23])=[CH:21][CH:20]=1.C(=O)(O)[O-].[Na+]. The catalyst is Cl.CN1C(=O)CCC1.O. The product is [ClH:1].[Cl:14][C:10]1[CH:9]=[C:8]([C:6]2[N:5]=[C:4]3[CH2:15][CH2:16][CH2:17][C:3]3=[C:2]([NH:23][C:22]3[CH:24]=[CH:25][C:19]([F:18])=[CH:20][CH:21]=3)[CH:7]=2)[CH:13]=[CH:12][CH:11]=1. The yield is 0.700. (5) The yield is 0.890. The reactants are [F:1][C:2]([F:21])([F:20])[C:3]1[CH:19]=[CH:18][CH:17]=[CH:16][C:4]=1[CH2:5][C:6]1[CH:7]=[C:8]([CH:13]=[CH:14][N:15]=1)[C:9]([O:11][CH3:12])=[O:10]. The catalyst is C(O)(=O)C.[Pt](=O)=O. The product is [F:20][C:2]([F:1])([F:21])[C:3]1[CH:19]=[CH:18][CH:17]=[CH:16][C:4]=1[CH2:5][CH:6]1[CH2:7][CH:8]([C:9]([O:11][CH3:12])=[O:10])[CH2:13][CH2:14][NH:15]1. (6) The reactants are [N:1]1[CH:6]=[CH:5][CH:4]=[CH:3][C:2]=1[S:7][S:8][CH2:9][CH2:10][NH:11]C(=O)OC(C)(C)C.Cl. The catalyst is C(O)C.C1(C)C=CC=CC=1. The product is [N:1]1[CH:6]=[CH:5][CH:4]=[CH:3][C:2]=1[S:7][S:8][CH2:9][CH2:10][NH2:11]. The yield is 0.880. (7) The reactants are F[C:2]1[CH:7]=[CH:6][N:5]=[C:4]([C:8]([NH:10][C:11]2[CH:12]=[C:13]([C:16]([O:18][CH3:19])=[O:17])[S:14][CH:15]=2)=[O:9])[CH:3]=1.[CH:20]1([C:23]2[N:24]=[CH:25][NH:26][CH:27]=2)[CH2:22][CH2:21]1.C(=O)([O-])[O-].[Cs+].[Cs+]. The catalyst is C(#N)CCC. The product is [CH:20]1([C:23]2[N:24]=[CH:25][N:26]([C:2]3[CH:7]=[CH:6][N:5]=[C:4]([C:8]([NH:10][C:11]4[CH:12]=[C:13]([C:16]([O:18][CH3:19])=[O:17])[S:14][CH:15]=4)=[O:9])[CH:3]=3)[CH:27]=2)[CH2:22][CH2:21]1. The yield is 0.730. (8) The reactants are [CH2:1]([N:3]1[C:11]2[C:6](=[CH:7][CH:8]=[C:9]([O:12][CH3:13])[CH:10]=2)[C:5]([C:14](=O)[CH3:15])=[CH:4]1)[CH3:2].C(N1C2C(=CC=C(OC)C=2)C=C1)C.Cl.[NH2:31][OH:32].CC([O-])=O.[Na+]. The catalyst is CCO. The product is [CH2:1]([N:3]1[C:11]2[C:6](=[CH:7][CH:8]=[C:9]([O:12][CH3:13])[CH:10]=2)[C:5]([C:14](=[N:31][OH:32])[CH3:15])=[CH:4]1)[CH3:2]. The yield is 0.920. (9) The reactants are [OH:1][S:2]([OH:5])(=[O:4])=[O:3].[CH3:6][N:7]([C:10]1[N:15]=[C:14]([NH:16][CH2:17][CH2:18][CH3:19])[N:13]=[C:12]([NH:20][CH2:21][CH2:22][CH3:23])[N:11]=1)[NH:8][CH3:9]. The catalyst is O1CCOCC1. The product is [S:2]([OH:5])([OH:4])(=[O:3])=[O:1].[CH2:17]([NH:16][C:14]1[N:13]=[C:12]([NH:20][CH2:21][CH2:22][CH3:23])[N:11]=[C:10]([N:7]([CH3:6])[NH:8][CH3:9])[N:15]=1)[CH2:18][CH3:19]. The yield is 1.00.